From a dataset of Full USPTO retrosynthesis dataset with 1.9M reactions from patents (1976-2016). Predict the reactants needed to synthesize the given product. (1) The reactants are: C(O)C.[Cl:4][C:5]1[CH:10]=[CH:9][C:8]([S:11]([C:14]2[N:19]=[C:18]([CH2:20][C:21]3[CH:26]=[C:25]([F:27])[CH:24]=[CH:23][C:22]=3[F:28])[C:17]([CH:29]=[CH:30][C:31]([O:33][CH3:34])=[O:32])=[CH:16][C:15]=2[F:35])(=[O:13])=[O:12])=[CH:7][CH:6]=1. Given the product [Cl:4][C:5]1[CH:6]=[CH:7][C:8]([S:11]([C:14]2[N:19]=[C:18]([CH2:20][C:21]3[CH:26]=[C:25]([F:27])[CH:24]=[CH:23][C:22]=3[F:28])[C:17]([CH2:29][CH2:30][C:31]([O:33][CH3:34])=[O:32])=[CH:16][C:15]=2[F:35])(=[O:12])=[O:13])=[CH:9][CH:10]=1, predict the reactants needed to synthesize it. (2) Given the product [CH2:21]([O:20][C@@H:5]([CH2:6][C:7]1[CH:8]=[CH:9][C:10]([O:13][C:14]([C:17](=[O:19])[NH:34][CH2:33][CH2:32][C:29]2[CH:30]=[CH:31][C:26]([CH2:24][CH3:25])=[CH:27][CH:28]=2)([CH3:15])[CH3:16])=[CH:11][CH:12]=1)[C:4]([OH:3])=[O:23])[CH3:22], predict the reactants needed to synthesize it. The reactants are: C([O:3][C:4](=[O:23])[C@@H:5]([O:20][CH2:21][CH3:22])[CH2:6][C:7]1[CH:12]=[CH:11][C:10]([O:13][C:14]([C:17]([OH:19])=O)([CH3:16])[CH3:15])=[CH:9][CH:8]=1)C.[CH2:24]([C:26]1[CH:31]=[CH:30][C:29]([CH2:32][CH2:33][NH2:34])=[CH:28][CH:27]=1)[CH3:25].C(O[C@@H](CC1C=CC(O[C@@H](C(=O)NCCC2C=CC(OC3C=CC=CC=3)=CC=2)C)=CC=1)C(O)=O)C. (3) Given the product [C:19]1([C@@H:25]([NH:27][C:2]2[C:11]3[C:6](=[CH:7][CH:8]=[CH:9][CH:10]=3)[C:5]([CH2:12][C:13]3[CH:18]=[CH:17][N:16]=[CH:15][CH:14]=3)=[N:4][N:3]=2)[CH3:26])[CH:24]=[CH:23][CH:22]=[CH:21][CH:20]=1, predict the reactants needed to synthesize it. The reactants are: Cl[C:2]1[C:11]2[C:6](=[CH:7][CH:8]=[CH:9][CH:10]=2)[C:5]([CH2:12][C:13]2[CH:18]=[CH:17][N:16]=[CH:15][CH:14]=2)=[N:4][N:3]=1.[C:19]1([C@@H:25]([NH2:27])[CH3:26])[CH:24]=[CH:23][CH:22]=[CH:21][CH:20]=1.